Task: Predict the reaction yield, written as a fraction of the theoretical maximum amount of product (1.0 means a 100% yield; for example, 0.34 means a 34% yield).. Dataset: Reaction yield outcomes from USPTO patents with 853,638 reactions (1) The reactants are C(P1(=O)OP(CCC)(=O)OP(CCC)(=O)O1)CC.[C:19]([O:23][C:24]([N:26]1[CH2:35][CH2:34][C:33]2[N:32]=[C:31]([O:36][CH3:37])[CH:30]=[CH:29][C:28]=2[CH:27]1[C:38]([OH:40])=O)=[O:25])([CH3:22])([CH3:21])[CH3:20].[F:41][C:42]1[CH:43]=[C:44]([NH2:53])[CH:45]=[C:46]2[C:50]=1[C:49]([CH3:52])([CH3:51])[CH2:48][CH2:47]2.CCN(C(C)C)C(C)C. The catalyst is CN(C1C=CN=CC=1)C.C(OCC)(=O)C.O. The product is [F:41][C:42]1[CH:43]=[C:44]([NH:53][C:38]([CH:27]2[N:26]([C:24]([O:23][C:19]([CH3:21])([CH3:20])[CH3:22])=[O:25])[CH2:35][CH2:34][C:33]3[N:32]=[C:31]([O:36][CH3:37])[CH:30]=[CH:29][C:28]2=3)=[O:40])[CH:45]=[C:46]2[C:50]=1[C:49]([CH3:51])([CH3:52])[CH2:48][CH2:47]2. The yield is 0.810. (2) The reactants are CC1C(C)=C(C)[SiH](C)[SiH-](C)(C)C=1.[Li+].[C:14]1(=O)[CH2:19][CH2:18][CH2:17][CH2:16][CH2:15]1.[F:21][C:22]([F:36])([F:35])[C:23](OC1C=CC([N+]([O-])=O)=CC=1)=O.[NH2:37][NH2:38].Cl. The catalyst is O1CCCC1. The product is [F:21][C:22]([F:36])([F:35])[C:23]1[C:14]2[CH2:19][CH2:18][CH2:17][CH2:16][C:15]=2[NH:38][N:37]=1. The yield is 0.210. (3) The reactants are [C:1]([O:5][C:6]([N:8]([CH3:41])[CH2:9][CH2:10][N:11]([CH2:13][C:14]1[C:15]([C:25]2[CH2:30][CH2:29][N:28](C(OCC3C=CC=CC=3)=O)[CH2:27][CH:26]=2)=[N:16][N:17]([CH:19]2[CH2:24][CH2:23][CH2:22][CH2:21][O:20]2)[CH:18]=1)[CH3:12])=[O:7])([CH3:4])([CH3:3])[CH3:2].[H][H]. The catalyst is [Pd].CO. The product is [CH3:41][N:8]([CH2:9][CH2:10][N:11]([CH3:12])[CH2:13][C:14]1[C:15]([CH:25]2[CH2:30][CH2:29][NH:28][CH2:27][CH2:26]2)=[N:16][N:17]([CH:19]2[CH2:24][CH2:23][CH2:22][CH2:21][O:20]2)[CH:18]=1)[C:6](=[O:7])[O:5][C:1]([CH3:4])([CH3:3])[CH3:2]. The yield is 0.720. (4) The reactants are [Cl:1][C:2]1[CH:3]=[C:4]([CH:9]([CH2:18][CH:19]2[CH2:23][CH2:22][C:21](=O)[CH2:20]2)[C:10]([NH:12][C:13]2[S:14][CH:15]=[CH:16][N:17]=2)=[O:11])[CH:5]=[CH:6][C:7]=1[Cl:8].Cl.[NH2:26][OH:27]. The catalyst is CO.N1C=CC=CC=1. The product is [Cl:1][C:2]1[CH:3]=[C:4]([CH:9]([CH2:18][CH:19]2[CH2:23][CH2:22][C:21](=[N:26][OH:27])[CH2:20]2)[C:10]([NH:12][C:13]2[S:14][CH:15]=[CH:16][N:17]=2)=[O:11])[CH:5]=[CH:6][C:7]=1[Cl:8]. The yield is 0.920. (5) The reactants are OCC[CH2:4][N:5]1[CH:9]=[C:8]([C:10]2[CH:11]=[CH:12][C:13]([NH:21][C:22]3[C:27]([C:28]([F:31])([F:30])[F:29])=[CH:26][N:25]=[C:24]([NH:32][C:33]4[CH:47]=[CH:46][C:36]([CH2:37][P:38](=[O:45])([O:42][CH2:43][CH3:44])[O:39][CH2:40][CH3:41])=[CH:35][C:34]=4[O:48][CH3:49])[N:23]=3)=[C:14]3[C:18]=2[CH2:17][N:16]([CH3:19])[C:15]3=[O:20])[CH:7]=[N:6]1.N[C:51]1C=CC(C2C=NN(CCCCO)C=2)=C2[C:59]=1[C:58](=[O:60])N(C)C2. No catalyst specified. The product is [OH:60][CH2:58][CH2:59][CH2:51][CH2:4][N:5]1[CH:9]=[C:8]([C:10]2[CH:11]=[CH:12][C:13]([NH:21][C:22]3[C:27]([C:28]([F:31])([F:30])[F:29])=[CH:26][N:25]=[C:24]([NH:32][C:33]4[CH:47]=[CH:46][C:36]([CH2:37][P:38](=[O:45])([O:42][CH2:43][CH3:44])[O:39][CH2:40][CH3:41])=[CH:35][C:34]=4[O:48][CH3:49])[N:23]=3)=[C:14]3[C:18]=2[CH2:17][N:16]([CH3:19])[C:15]3=[O:20])[CH:7]=[N:6]1. The yield is 0.380. (6) The reactants are Cl.[CH3:2][O:3][C:4]1[C:9]([C:10](Cl)=[O:11])=[C:8]([CH3:13])[N:7]=[C:6]([O:14][CH3:15])[CH:5]=1.[CH3:16][NH2:17]. The catalyst is ClCCl.C1COCC1.O. The product is [CH3:2][O:3][C:4]1[C:9]([C:10]([NH:17][CH3:16])=[O:11])=[C:8]([CH3:13])[N:7]=[C:6]([O:14][CH3:15])[CH:5]=1. The yield is 0.660. (7) The reactants are Cl[C:2]1[C:3]2[CH:10]=[CH:9][NH:8][C:4]=2[N:5]=[CH:6][N:7]=1.[NH:11]1[C:15]2=[CH:16][N:17]=[C:18]([NH2:20])[CH:19]=[C:14]2[CH:13]=[N:12]1.Cl. The catalyst is C(O)C. The product is [N:5]1[C:4]2[NH:8][CH:9]=[CH:10][C:3]=2[C:2]([NH:20][C:18]2[CH:19]=[C:14]3[CH:13]=[N:12][NH:11][C:15]3=[CH:16][N:17]=2)=[N:7][CH:6]=1. The yield is 0.0600. (8) The reactants are CN([CH:4]=[O:5])C.P(Cl)(Cl)(Cl)=O.[C:11]1(=[O:17])[CH2:16][CH2:15][CH2:14][CH2:13][CH2:12]1.[CH2:18]([Cl:20])Cl. No catalyst specified. The product is [Cl:20][C:18]1[C:12](=[CH:11][OH:17])[CH2:13][CH2:14][CH2:15][C:16]=1[CH:4]=[O:5]. The yield is 0.340.